This data is from CYP2C9 inhibition data for predicting drug metabolism from PubChem BioAssay. The task is: Regression/Classification. Given a drug SMILES string, predict its absorption, distribution, metabolism, or excretion properties. Task type varies by dataset: regression for continuous measurements (e.g., permeability, clearance, half-life) or binary classification for categorical outcomes (e.g., BBB penetration, CYP inhibition). Dataset: cyp2c9_veith. (1) The drug is NC1=C2NC=N[C@@H]2N(C/C=C\c2ccccc2)C=N1. The result is 0 (non-inhibitor). (2) The compound is Oc1ccc(CNCc2ccccc2)c2cccnc12. The result is 0 (non-inhibitor).